Dataset: Catalyst prediction with 721,799 reactions and 888 catalyst types from USPTO. Task: Predict which catalyst facilitates the given reaction. Reactant: Cl[C:2]1[C:3]2[C:4](=[CH:13][N:14](CC3C=CC(OC)=CC=3)[N:15]=2)[N:5]=[C:6]([C:8]2[N:9]=[CH:10][S:11][CH:12]=2)[N:7]=1.[CH3:25][N:26]1[CH2:31][CH2:30][N:29]([C:32]2[CH:38]=[CH:37][C:35]([NH2:36])=[CH:34][CH:33]=2)[CH2:28][CH2:27]1.Cl. Product: [CH3:25][N:26]1[CH2:27][CH2:28][N:29]([C:32]2[CH:38]=[CH:37][C:35]([NH:36][C:2]3[C:3]4[NH:15][N:14]=[CH:13][C:4]=4[N:5]=[C:6]([C:8]4[N:9]=[CH:10][S:11][CH:12]=4)[N:7]=3)=[CH:34][CH:33]=2)[CH2:30][CH2:31]1. The catalyst class is: 71.